This data is from Catalyst prediction with 721,799 reactions and 888 catalyst types from USPTO. The task is: Predict which catalyst facilitates the given reaction. (1) Reactant: Br[C:2]1[CH:16]=[CH:15][C:5]2[N:6]([CH:9]3[CH2:14][CH2:13][CH2:12][CH2:11][O:10]3)[CH:7]=[N:8][C:4]=2[C:3]=1[O:17][CH3:18].[CH:19](/B(O)O)=[CH:20]\[C:21]1[CH:26]=[CH:25][CH:24]=[CH:23][CH:22]=1.C([O-])([O-])=O.[Cs+].[Cs+]. Product: [CH3:18][O:17][C:3]1[C:4]2[N:8]=[CH:7][N:6]([CH:9]3[CH2:14][CH2:13][CH2:12][CH2:11][O:10]3)[C:5]=2[CH:15]=[CH:16][C:2]=1[CH:19]=[CH:20][C:21]1[CH:26]=[CH:25][CH:24]=[CH:23][CH:22]=1. The catalyst class is: 38. (2) Reactant: [NH2:1][C:2]1[N:3]=[C:4]2[CH:9]=[CH:8][C:7]([O:10][C:11]3[CH:12]=[C:13]([NH:17][C:18](=[O:29])[C:19]4[CH:24]=[CH:23][CH:22]=[C:21]([C:25]([F:28])([F:27])[F:26])[CH:20]=4)[CH:14]=[CH:15][CH:16]=3)=[N:6][N:5]2[CH:30]=1.[CH3:31][C:32]([CH3:37])([CH3:36])[C:33](Cl)=[O:34].C(=O)([O-])O.[Na+]. Product: [CH3:31][C:32]([CH3:37])([CH3:36])[C:33]([NH:1][C:2]1[N:3]=[C:4]2[CH:9]=[CH:8][C:7]([O:10][C:11]3[CH:12]=[C:13]([NH:17][C:18](=[O:29])[C:19]4[CH:24]=[CH:23][CH:22]=[C:21]([C:25]([F:28])([F:27])[F:26])[CH:20]=4)[CH:14]=[CH:15][CH:16]=3)=[N:6][N:5]2[CH:30]=1)=[O:34]. The catalyst class is: 17. (3) Reactant: [NH2:1][C:2]1[N:3]=[C:4]([CH3:15])[C:5]2[CH:11]=[CH:10][C:9](=[O:12])[N:8]([CH2:13][CH3:14])[C:6]=2[N:7]=1.ClCCl.[Br:19]Br. Product: [NH2:1][C:2]1[N:3]=[C:4]([CH3:15])[C:5]2[CH:11]=[C:10]([Br:19])[C:9](=[O:12])[N:8]([CH2:13][CH3:14])[C:6]=2[N:7]=1. The catalyst class is: 21. (4) Reactant: [C:1]([O:9][CH2:10][CH2:11][CH2:12][N:13]1[C:21]2[C:16](=[CH:17][C:18]([CH2:24][CH:25]([NH2:27])[CH3:26])=[CH:19][C:20]=2[C:22]#[N:23])[CH2:15][CH2:14]1)(=[O:8])[C:2]1[CH:7]=[CH:6][CH:5]=[CH:4][CH:3]=1.C(O)(=O)[C@@H]([C@H](C(O)=O)O)O.C(=O)([O-])[O-].[Na+].[Na+]. Product: [C:1]([O:9][CH2:10][CH2:11][CH2:12][N:13]1[C:21]2[C:16](=[CH:17][C:18]([CH2:24][C@H:25]([NH2:27])[CH3:26])=[CH:19][C:20]=2[C:22]#[N:23])[CH2:15][CH2:14]1)(=[O:8])[C:2]1[CH:3]=[CH:4][CH:5]=[CH:6][CH:7]=1. The catalyst class is: 30. (5) Reactant: Br[C:2]1[CH:3]=[C:4]([C:9]2([C:20]3[CH:25]=[CH:24][N:23]=[C:22]([C:26]([F:29])([F:28])[F:27])[CH:21]=3)[C:17]3[C:12](=[C:13]([F:18])[CH:14]=[CH:15][CH:16]=3)[C:11]([NH2:19])=[N:10]2)[CH:5]=[CH:6][C:7]=1[F:8].[N:30]1[CH:35]=[C:34](B(O)O)[CH:33]=[N:32][CH:31]=1.C(=O)([O-])[O-].[K+].[K+]. Product: [F:18][C:13]1[CH:14]=[CH:15][CH:16]=[C:17]2[C:12]=1[C:11]([NH2:19])=[N:10][C:9]2([C:4]1[CH:5]=[CH:6][C:7]([F:8])=[C:2]([C:34]2[CH:35]=[N:30][CH:31]=[N:32][CH:33]=2)[CH:3]=1)[C:20]1[CH:25]=[CH:24][N:23]=[C:22]([C:26]([F:29])([F:27])[F:28])[CH:21]=1. The catalyst class is: 151. (6) Reactant: [CH3:1][O:2][C:3]([C:5]1([NH:14][C:15](=[O:27])[C:16]2[CH:21]=[CH:20][C:19]([O:22][CH3:23])=[C:18]([N+:24]([O-])=O)[CH:17]=2)[CH2:13][C:12]2[C:7](=[CH:8][CH:9]=[CH:10][CH:11]=2)[CH2:6]1)=[O:4]. Product: [CH3:1][O:2][C:3]([C:5]1([NH:14][C:15](=[O:27])[C:16]2[CH:21]=[CH:20][C:19]([O:22][CH3:23])=[C:18]([NH2:24])[CH:17]=2)[CH2:6][C:7]2[C:12](=[CH:11][CH:10]=[CH:9][CH:8]=2)[CH2:13]1)=[O:4]. The catalyst class is: 19. (7) Reactant: F[C:2]1[CH:7]=[CH:6][C:5]([N+:8]([O-:10])=[O:9])=[CH:4][C:3]=1[CH3:11].[CH3:12][N:13]1[CH2:18][CH2:17][NH:16][CH2:15][CH2:14]1.[Na+].[Cl-]. Product: [CH3:12][N:13]1[CH2:18][CH2:17][N:16]([C:2]2[CH:7]=[CH:6][C:5]([N+:8]([O-:10])=[O:9])=[CH:4][C:3]=2[CH3:11])[CH2:15][CH2:14]1. The catalyst class is: 60. (8) Reactant: [C:1]([O:5][C:6]([N:8]1[CH2:13][CH2:12][CH:11]([CH:14]=O)[CH2:10][CH2:9]1)=[O:7])([CH3:4])([CH3:3])[CH3:2].Cl.[CH2:17]([O:19][C:20](=[O:25])[C@H:21]([CH2:23][SH:24])[NH2:22])[CH3:18].C(N(CC)CC)C. Product: [C:1]([O:5][C:6]([N:8]1[CH2:9][CH2:10][CH:11]([C:14]2[S:24][CH2:23][CH:21]([C:20]([O:19][CH2:17][CH3:18])=[O:25])[N:22]=2)[CH2:12][CH2:13]1)=[O:7])([CH3:2])([CH3:3])[CH3:4]. The catalyst class is: 11.